Dataset: Reaction yield outcomes from USPTO patents with 853,638 reactions. Task: Predict the reaction yield, written as a fraction of the theoretical maximum amount of product (1.0 means a 100% yield; for example, 0.34 means a 34% yield). (1) The reactants are [CH3:1][O:2][C:3]1[CH:8]=[CH:7][C:6]([N:9]2[CH2:14][CH2:13][N:12]([CH2:15][CH2:16][NH2:17])[CH2:11][CH2:10]2)=[CH:5][CH:4]=1.[CH:18]1([C:24]2[CH:29]=[CH:28][C:27]([C:30]3[N:34]([C:35]4[CH:40]=[CH:39][CH:38]=[CH:37][CH:36]=4)[N:33]=[C:32]([CH:41]=O)[CH:31]=3)=[CH:26][CH:25]=2)[CH2:23][CH2:22][CH2:21][CH2:20][CH2:19]1. No catalyst specified. The product is [CH:18]1([C:24]2[CH:29]=[CH:28][C:27]([C:30]3[N:34]([C:35]4[CH:40]=[CH:39][CH:38]=[CH:37][CH:36]=4)[N:33]=[C:32]([CH2:41][NH:17][CH2:16][CH2:15][N:12]4[CH2:11][CH2:10][N:9]([C:6]5[CH:5]=[CH:4][C:3]([O:2][CH3:1])=[CH:8][CH:7]=5)[CH2:14][CH2:13]4)[CH:31]=3)=[CH:26][CH:25]=2)[CH2:19][CH2:20][CH2:21][CH2:22][CH2:23]1. The yield is 0.891. (2) The reactants are C[C:2]1[S:6][C:5]([CH2:7]Br)=[N:4][C:3]=1[Br:9].[H-].[Na+].[NH:12]1[CH2:16][CH2:15][CH2:14][C:13]1=[O:17]. The catalyst is C1COCC1.CN(C=O)C. The product is [Br:9][C:3]1[N:4]=[C:5]([CH2:7][N:12]2[CH2:16][CH2:15][CH2:14][C:13]2=[O:17])[S:6][CH:2]=1. The yield is 0.790.